Predict the product of the given reaction. From a dataset of Forward reaction prediction with 1.9M reactions from USPTO patents (1976-2016). (1) The product is: [Cl:1][C:2]1[CH:8]=[CH:7][C:6]([S:9]([N:12]2[C:21]3[C:16](=[CH:17][CH:18]=[CH:19][CH:20]=3)[CH2:15][CH2:14][CH2:13]2)(=[O:11])=[O:10])=[CH:5][C:3]=1[NH:4][C:22](=[O:26])[O:23][CH2:24][CH3:25]. Given the reactants [Cl:1][C:2]1[CH:8]=[CH:7][C:6]([S:9]([N:12]2[C:21]3[C:16](=[CH:17][CH:18]=[CH:19][CH:20]=3)[CH2:15][CH2:14][CH2:13]2)(=[O:11])=[O:10])=[CH:5][C:3]=1[NH2:4].[C:22](Cl)(=[O:26])[O:23][CH2:24][CH3:25], predict the reaction product. (2) Given the reactants [CH3:1][N:2]1[CH:6]=[C:5]([C:7]2[CH:8]=[C:9]([C:13]3[N:18]=[CH:17][C:16]([C:19]4[CH:20]=[N:21][NH:22][CH:23]=4)=[CH:15][N:14]=3)[CH:10]=[CH:11][CH:12]=2)[CH:4]=[N:3]1.[H-].[Na+].C(=O)([O-])[O-].[Cs+].[Cs+].Br.Br[CH2:34][CH2:35][C:36]1[CH:41]=[CH:40][N:39]=[CH:38][CH:37]=1, predict the reaction product. The product is: [CH3:1][N:2]1[CH:6]=[C:5]([C:7]2[CH:8]=[C:9]([C:13]3[N:14]=[CH:15][C:16]([C:19]4[CH:20]=[N:21][N:22]([CH2:34][CH2:35][C:36]5[CH:41]=[CH:40][N:39]=[CH:38][CH:37]=5)[CH:23]=4)=[CH:17][N:18]=3)[CH:10]=[CH:11][CH:12]=2)[CH:4]=[N:3]1. (3) Given the reactants [N:1]1[C:10]2[C:5](=[CH:6][CH:7]=[CH:8][CH:9]=2)[CH:4]=[CH:3][C:2]=1[CH2:11][CH2:12][C:13]([O:15]C)=O.Cl.[NH2:18][OH:19].[OH-].[Na+].OP([O-])(O)=O.[K+], predict the reaction product. The product is: [OH:19][NH:18][C:13](=[O:15])[CH2:12][CH2:11][C:2]1[CH:3]=[CH:4][C:5]2[C:10](=[CH:9][CH:8]=[CH:7][CH:6]=2)[N:1]=1. (4) Given the reactants [F:1][C:2]([F:9])([CH3:8])/[CH:3]=[CH:4]/[C:5]([OH:7])=O.C(Cl)(=O)C(Cl)=O.[CH2:16]([O:18][C:19]1[CH:24]=[CH:23][N:22]=[C:21]([NH:25][CH2:26][CH2:27][NH2:28])[CH:20]=1)[CH3:17].C(N(C(C)C)CC)(C)C, predict the reaction product. The product is: [CH2:16]([O:18][C:19]1[CH:24]=[CH:23][N:22]=[C:21]([NH:25][CH2:26][CH2:27][NH:28][C:5](=[O:7])/[CH:4]=[CH:3]/[C:2]([F:1])([F:9])[CH3:8])[CH:20]=1)[CH3:17]. (5) Given the reactants [CH2:1]([C:4]1([CH2:7][CH2:8][CH3:9])[CH2:6][O:5]1)[CH2:2][CH3:3].[NH2:10][C:11]1[CH:12]=[C:13]([CH:17]([OH:21])[CH2:18][C:19]#[N:20])[CH:14]=[CH:15][CH:16]=1, predict the reaction product. The product is: [OH:21][CH:17]([C:13]1[CH:14]=[CH:15][CH:16]=[C:11]([NH:10][CH2:6][C:4]([OH:5])([CH2:7][CH2:8][CH3:9])[CH2:1][CH2:2][CH3:3])[CH:12]=1)[CH2:18][C:19]#[N:20]. (6) Given the reactants [H-].[Na+].[CH3:3][O:4][C:5]1[CH:6]=[C:7]([C:13]2[CH:18]=[CH:17][N:16]=[C:15]([N:19]3[C:23]4[CH:24]=[CH:25][CH:26]=[CH:27][C:22]=4[NH:21][C:20]3=[O:28])[N:14]=2)[CH:8]=[CH:9][C:10]=1[O:11][CH3:12].[CH:29]1(Br)[CH2:33][CH2:32][CH2:31][CH2:30]1, predict the reaction product. The product is: [CH:29]1([N:21]2[C:22]3[CH:27]=[CH:26][CH:25]=[CH:24][C:23]=3[N:19]([C:15]3[N:14]=[C:13]([C:7]4[CH:8]=[CH:9][C:10]([O:11][CH3:12])=[C:5]([O:4][CH3:3])[CH:6]=4)[CH:18]=[CH:17][N:16]=3)[C:20]2=[O:28])[CH2:33][CH2:32][CH2:31][CH2:30]1. (7) Given the reactants [H-].[Na+].[C:3]([O:7][C:8]([NH:10][C:11]1[N:16]=[C:15]([CH2:17][CH:18]([CH:24]2[CH2:29][CH2:28][N:27]([C:30]([O:32][C:33]([CH3:36])([CH3:35])[CH3:34])=[O:31])[CH2:26][CH2:25]2)OS(C)(=O)=O)[CH:14]=[CH:13][CH:12]=1)=[O:9])([CH3:6])([CH3:5])[CH3:4].O, predict the reaction product. The product is: [C:3]([O:7][C:8]([NH:10][C:11]1[N:16]=[C:15]([CH:17]=[CH:18][CH:24]2[CH2:25][CH2:26][N:27]([C:30]([O:32][C:33]([CH3:36])([CH3:35])[CH3:34])=[O:31])[CH2:28][CH2:29]2)[CH:14]=[CH:13][CH:12]=1)=[O:9])([CH3:5])([CH3:6])[CH3:4]. (8) Given the reactants [F:1][C:2]1[CH:3]=[C:4]2[C:9](=[CH:10][CH:11]=1)[N:8]=[CH:7][C:6]([C:12]#[N:13])=[C:5]2[SH:14].[CH3:15][O:16][C:17]1[CH:26]=[CH:25][C:20]([C:21](=[O:24])[CH2:22]Br)=[CH:19][CH:18]=1.[OH-].[Na+], predict the reaction product. The product is: [NH2:13][C:12]1[C:6]2[CH:7]=[N:8][C:9]3[CH:10]=[CH:11][C:2]([F:1])=[CH:3][C:4]=3[C:5]=2[S:14][C:22]=1[C:21]([C:20]1[CH:25]=[CH:26][C:17]([O:16][CH3:15])=[CH:18][CH:19]=1)=[O:24].